Dataset: Reaction yield outcomes from USPTO patents with 853,638 reactions. Task: Predict the reaction yield, written as a fraction of the theoretical maximum amount of product (1.0 means a 100% yield; for example, 0.34 means a 34% yield). (1) The reactants are [Cl:1][C:2]1[CH:3]=[C:4]([N:9]2[C:13](C)=[N:12][C:11](O)=[N:10]2)[CH:5]=[CH:6][C:7]=1[Cl:8].[C:16](=[O:19])([O-])[O-].[K+].[K+].Cl.ClCC[CH:26]1[CH2:31][CH2:30][NH:29][CH2:28][CH2:27]1.[CH3:32]O. The catalyst is O. The product is [Cl:1][C:2]1[CH:3]=[C:4]([N:9]2[CH:13]([O:19][CH2:16][N:29]3[CH2:30][CH2:31][CH2:26][CH2:27][CH2:28]3)[N:12]=[C:11]([CH3:32])[NH:10]2)[CH:5]=[CH:6][C:7]=1[Cl:8]. The yield is 0.200. (2) The reactants are [C:1]([C:3]1[CH:4]=[C:5]2[C:10](=[CH:11][CH:12]=1)[C:9](=[O:13])[CH2:8][CH2:7][C:6]2([CH3:15])[CH3:14])#[CH:2].[O:16]1[CH2:20][CH2:19][CH2:18][CH2:17]1. The catalyst is C(N(CC)CC)C.C(OCC)C.[Cu]I.Cl[Pd](Cl)([P](C1C=CC=CC=1)(C1C=CC=CC=1)C1C=CC=CC=1)[P](C1C=CC=CC=1)(C1C=CC=CC=1)C1C=CC=CC=1. The product is [CH2:9]([O:13][C:20](=[O:16])[C:19]1[CH:3]=[CH:1][C:2]([C:2]#[C:1][C:3]2[CH:12]=[CH:11][C:10]3[C:9](=[O:13])[CH2:8][CH2:7][C:6]([CH3:15])([CH3:14])[C:5]=3[CH:4]=2)=[CH:17][CH:18]=1)[CH3:8]. The yield is 0.720. (3) The reactants are BrP([CH2:21][C:22]1[CH:27]=[CH:26][C:25]([Cl:28])=[C:24]([Cl:29])[CH:23]=1)(C1C=CC=CC=1)(C1C=CC=CC=1)C1C=CC=CC=1.[N+:30]([C:33]1[CH:38]=[CH:37][C:36]([CH2:39][CH2:40][CH2:41][CH:42]=O)=[CH:35][CH:34]=1)([O-:32])=[O:31]. The catalyst is C1COCC1. The product is [Cl:28][C:25]1[CH:26]=[CH:27][C:22]([CH:21]=[CH:42][CH2:41][CH2:40][CH2:39][C:36]2[CH:37]=[CH:38][C:33]([N+:30]([O-:32])=[O:31])=[CH:34][CH:35]=2)=[CH:23][C:24]=1[Cl:29]. The yield is 0.990. (4) The reactants are [N:1]1[C:10]2[C:5](=[CH:6][C:7]([C:11](=[O:13])[CH3:12])=[CH:8][CH:9]=2)[CH:4]=[CH:3][CH:2]=1.[BrH:14].CC(O)=O.BrBr. No catalyst specified. The product is [BrH:14].[Br:14][CH2:12][C:11]([C:7]1[CH:6]=[C:5]2[C:10](=[CH:9][CH:8]=1)[N:1]=[CH:2][CH:3]=[CH:4]2)=[O:13]. The yield is 0.763.